From a dataset of Full USPTO retrosynthesis dataset with 1.9M reactions from patents (1976-2016). Predict the reactants needed to synthesize the given product. (1) Given the product [C:2]([C:5]1[CH:6]=[CH:7][C:8]2[O:13][CH2:12][CH:11]([C:14]([O:20][CH2:18][CH3:19])=[O:15])[O:10][C:9]=2[CH:17]=1)(=[O:4])[CH3:3], predict the reactants needed to synthesize it. The reactants are: Cl.[C:2]([C:5]1[CH:6]=[CH:7][C:8]2[O:13][CH2:12][CH:11]([C:14](N)=[O:15])[O:10][C:9]=2[CH:17]=1)(=[O:4])[CH3:3].[CH2:18]([OH:20])[CH3:19]. (2) Given the product [CH2:1]([NH:8][C:9]([C:11]1[C:15]2[CH2:16][CH2:17][C:18]3[CH:19]=[N:20][C:21]([NH:24][C:25]4[CH:26]=[CH:27][C:28]([N:31]5[CH2:32][CH2:33][N+:34]([CH3:37])([O-:47])[CH2:35][CH2:36]5)=[CH:29][CH:30]=4)=[N:22][C:23]=3[C:14]=2[N:13]([CH3:38])[N:12]=1)=[O:10])[C:2]1[CH:3]=[CH:4][CH:5]=[CH:6][CH:7]=1, predict the reactants needed to synthesize it. The reactants are: [CH2:1]([NH:8][C:9]([C:11]1[C:15]2[CH2:16][CH2:17][C:18]3[CH:19]=[N:20][C:21]([NH:24][C:25]4[CH:30]=[CH:29][C:28]([N:31]5[CH2:36][CH2:35][N:34]([CH3:37])[CH2:33][CH2:32]5)=[CH:27][CH:26]=4)=[N:22][C:23]=3[C:14]=2[N:13]([CH3:38])[N:12]=1)=[O:10])[C:2]1[CH:7]=[CH:6][CH:5]=[CH:4][CH:3]=1.ClC1C=C(C(OO)=[O:47])C=CC=1.C([O-])(O)=O.[Na+]. (3) Given the product [N:1]1[O:2][N:3]=[C:4]2[C:9]([CH:10]3[C:20]([C:18]#[N:19])=[C:21]([CH:23]4[CH2:32][CH2:31][CH2:30][CH2:29][C:24]54[O:28][CH2:27][CH2:26][O:25]5)[NH:12][C:13]4=[N:14][NH:15][CH:16]=[C:17]34)=[CH:8][CH:7]=[CH:6][C:5]=12, predict the reactants needed to synthesize it. The reactants are: [N:1]1[O:2][N:3]=[C:4]2[C:9]([CH:10]=O)=[CH:8][CH:7]=[CH:6][C:5]=12.[NH2:12][C:13]1[CH:17]=[CH:16][NH:15][N:14]=1.[C:18]([CH2:20][C:21]([CH:23]1[CH2:32][CH2:31][CH2:30][CH2:29][C:24]21[O:28][CH2:27][CH2:26][O:25]2)=O)#[N:19]. (4) Given the product [F:1][C:2]1[CH:7]=[C:6]([F:8])[CH:5]=[CH:4][C:3]=1[C:9]([F:16])([F:15])[C:10]([OH:12])=[O:11], predict the reactants needed to synthesize it. The reactants are: [F:1][C:2]1[CH:7]=[C:6]([F:8])[CH:5]=[CH:4][C:3]=1[C:9]([F:16])([F:15])[C:10]([O:12]CC)=[O:11].O1CCCC1.O.[OH-].[Li+]. (5) Given the product [CH2:3]([C:2]1[C:1]2[O:14][C:13]([C:16]3[CH:17]=[CH:18][C:19]([O:22][CH3:23])=[CH:20][CH:21]=3)=[N:12][C:11]=2[CH:10]=[C:9]([O:24][CH3:25])[CH:8]=1)[CH3:4], predict the reactants needed to synthesize it. The reactants are: [CH2:1]([Li])[CH2:2][CH2:3][CH3:4].BrC1C2[O:14][C:13]([C:16]3[CH:21]=[CH:20][C:19]([O:22][CH3:23])=[CH:18][CH:17]=3)=[N:12][C:11]=2[CH:10]=[C:9]([O:24][CH3:25])[CH:8]=1.ICC. (6) Given the product [OH:3][CH2:4][C:6]1[CH:10]=[C:9]([C:11]#[N:12])[N:8]([C:13]2[CH:18]=[CH:17][CH:16]=[CH:15][CH:14]=2)[N:7]=1, predict the reactants needed to synthesize it. The reactants are: C([O:3][C:4]([C:6]1[CH:10]=[C:9]([C:11]#[N:12])[N:8]([C:13]2[CH:18]=[CH:17][CH:16]=[CH:15][CH:14]=2)[N:7]=1)=O)C.[BH4-].[Li+].C(=O)(O)[O-].[Na+]. (7) Given the product [CH2:1]([C:3]1[CH:4]=[C:5]([OH:16])[CH:6]=[C:7]2[C:12]=1[C:11](=[O:13])[CH2:10][CH2:9][C:8]2([CH3:15])[CH3:14])[CH3:2], predict the reactants needed to synthesize it. The reactants are: [CH2:1]([C:3]1[CH:4]=[C:5]([O:16]C)[CH:6]=[C:7]2[C:12]=1[C:11](=[O:13])[CH2:10][CH2:9][C:8]2([CH3:15])[CH3:14])[CH3:2].[C-]#N.[Na+].C#N.Cl.